This data is from Catalyst prediction with 721,799 reactions and 888 catalyst types from USPTO. The task is: Predict which catalyst facilitates the given reaction. (1) Reactant: [NH2:1][C:2]1[CH:7]=[CH:6][C:5]([S:8]([N:11]([CH2:17][C:18]2[CH:23]=[CH:22][C:21]([O:24][CH3:25])=[CH:20][CH:19]=2)[C:12]2[S:13][CH:14]=[CH:15][N:16]=2)(=[O:10])=[O:9])=[CH:4][C:3]=1[OH:26].C([O-])([O-])=O.[K+].[K+].Cl[CH:34]([CH3:38])[C:35](Cl)=[O:36]. Product: [CH3:25][O:24][C:21]1[CH:22]=[CH:23][C:18]([CH2:17][N:11]([C:12]2[S:13][CH:14]=[CH:15][N:16]=2)[S:8]([C:5]2[CH:6]=[CH:7][C:2]3[NH:1][C:35](=[O:36])[CH:34]([CH3:38])[O:26][C:3]=3[CH:4]=2)(=[O:9])=[O:10])=[CH:19][CH:20]=1. The catalyst class is: 3. (2) Reactant: [NH2:1][C:2]([CH3:10])([CH3:9])[CH2:3][NH:4][S:5]([CH3:8])(=[O:7])=[O:6].[Cl:11][C:12]1[N:17]=[C:16](Cl)[C:15]([Cl:19])=[CH:14][N:13]=1.CCN(CC)CC. Product: [Cl:11][C:12]1[N:17]=[C:16]([NH:1][C:2]([CH3:10])([CH3:9])[CH2:3][NH:4][S:5]([CH3:8])(=[O:7])=[O:6])[C:15]([Cl:19])=[CH:14][N:13]=1. The catalyst class is: 1. (3) Reactant: Br[C:2]1[CH:3]=[C:4]2[C:9](=[CH:10][CH:11]=1)[N:8]([C:12]1[C:16]3[CH2:17][N:18]([C:21](=[O:23])[CH3:22])[CH2:19][CH2:20][C:15]=3[N:14]([C@H:24]3[CH2:28][CH2:27][O:26][CH2:25]3)[N:13]=1)[CH2:7][CH:6](O[Si](C(C)(C)C)(C)C)[CH2:5]2.[F:37][C:38]([F:51])([F:50])[O:39]C1C=C2C(CCCN2)=CC=1.C(O[Na])(C)(C)C.COC(C)(C)C.C1(P(C2CCCCC2)C2C=CC=CC=2C2C(OC(C)C)=CC=CC=2OC(C)C)CCCCC1. Product: [O:26]1[CH2:27][CH2:28][C@H:24]([N:14]2[C:15]3[CH2:20][CH2:19][N:18]([C:21](=[O:23])[CH3:22])[CH2:17][C:16]=3[C:12]([N:8]3[C:9]4[C:4](=[CH:3][CH:2]=[C:11]([O:39][C:38]([F:51])([F:50])[F:37])[CH:10]=4)[CH2:5][CH2:6][CH2:7]3)=[N:13]2)[CH2:25]1. The catalyst class is: 12. (4) Reactant: C(OC(=O)[NH:7][CH:8]1[CH2:17][CH2:16][C:15]2[C:10](=[CH:11][C:12]([CH2:18][NH:19][S:20]([CH2:23][CH2:24][CH2:25][F:26])(=[O:22])=[O:21])=[CH:13][CH:14]=2)[CH:9]1[CH2:27][C:28]1[CH:33]=[CH:32][CH:31]=[CH:30][CH:29]=1)(C)(C)C.[F:35][C:36]([F:41])([F:40])[C:37]([OH:39])=[O:38]. Product: [F:35][C:36]([F:41])([F:40])[C:37]([OH:39])=[O:38].[NH2:7][CH:8]1[CH:9]([CH2:27][C:28]2[CH:33]=[CH:32][CH:31]=[CH:30][CH:29]=2)[C:10]2[CH:11]=[C:12]([CH2:18][NH:19][S:20]([CH2:23][CH2:24][CH2:25][F:26])(=[O:22])=[O:21])[CH:13]=[CH:14][C:15]=2[CH2:16][CH2:17]1. The catalyst class is: 4. (5) Product: [Cl:1][C:2]1[CH:8]=[C:7]([CH3:9])[C:6]([S:10][CH2:13][C:12]([F:16])([F:15])[F:11])=[CH:5][C:3]=1[NH2:4]. Reactant: [Cl:1][C:2]1[CH:8]=[C:7]([CH3:9])[C:6]([SH:10])=[CH:5][C:3]=1[NH2:4].[F:11][C:12]([F:16])([F:15])[CH2:13]I.C(=O)([O-])[O-].[K+].[K+]. The catalyst class is: 9. (6) Reactant: [CH2:1]([O:3][C:4]1[C:5]([O:19][CH2:20][C:21]2[CH:26]=[CH:25][C:24]([O:27][CH3:28])=[CH:23][CH:22]=2)=[N:6][CH:7]=[C:8](B2OC(C)(C)C(C)(C)O2)[CH:9]=1)[CH3:2].Br[C:30]1[CH:35]=[CH:34][C:33]([CH2:36][C:37]([NH:39][C:40]2[CH:41]=[N:42][C:43]([O:50][CH2:51][CH3:52])=[C:44]([C:46]([F:49])([F:48])[F:47])[CH:45]=2)=[O:38])=[C:32]([F:53])[CH:31]=1.C(=O)([O-])[O-].[Cs+].[Cs+]. Product: [CH2:51]([O:50][C:43]1[N:42]=[CH:41][C:40]([NH:39][C:37](=[O:38])[CH2:36][C:33]2[CH:34]=[CH:35][C:30]([C:8]3[CH:7]=[N:6][C:5]([O:19][CH2:20][C:21]4[CH:22]=[CH:23][C:24]([O:27][CH3:28])=[CH:25][CH:26]=4)=[C:4]([O:3][CH2:1][CH3:2])[CH:9]=3)=[CH:31][C:32]=2[F:53])=[CH:45][C:44]=1[C:46]([F:47])([F:49])[F:48])[CH3:52]. The catalyst class is: 117. (7) Reactant: [Li+].CC([N-]C(C)C)C.[CH3:9][C:10]1[CH:15]=[N:14][CH:13]=[CH:12][N:11]=1.[N:16]1([C:25]2[CH:35]=[CH:34][C:28]([C:29](OCC)=[O:30])=[CH:27][CH:26]=2)[C:20]2=[N:21][CH:22]=[CH:23][CH:24]=[C:19]2[CH:18]=[CH:17]1.O. Product: [N:16]1([C:25]2[CH:35]=[CH:34][C:28]([C:29](=[O:30])[CH2:9][C:10]3[CH:15]=[N:14][CH:13]=[CH:12][N:11]=3)=[CH:27][CH:26]=2)[C:20]2=[N:21][CH:22]=[CH:23][CH:24]=[C:19]2[CH:18]=[CH:17]1. The catalyst class is: 1. (8) Reactant: N[C:2]1[CH:10]=[CH:9][C:8]([F:11])=[CH:7][C:3]=1[C:4]([OH:6])=[O:5].Cl.N([O-])=O.[Na+].[I-:17].[K+].S(=O)(=O)(O)O.S([O-])([O-])(=O)=S.[Na+].[Na+]. Product: [F:11][C:8]1[CH:9]=[CH:10][C:2]([I:17])=[C:3]([CH:7]=1)[C:4]([OH:6])=[O:5]. The catalyst class is: 6.